Dataset: Peptide-MHC class I binding affinity with 185,985 pairs from IEDB/IMGT. Task: Regression. Given a peptide amino acid sequence and an MHC pseudo amino acid sequence, predict their binding affinity value. This is MHC class I binding data. The peptide sequence is AETAVNTLF. The MHC is HLA-B40:01 with pseudo-sequence HLA-B40:01. The binding affinity (normalized) is 0.680.